Dataset: Catalyst prediction with 721,799 reactions and 888 catalyst types from USPTO. Task: Predict which catalyst facilitates the given reaction. (1) Reactant: Br[C:2]1[CH:7]=[CH:6][C:5]([Br:8])=[CH:4][N:3]=1.[CH3:9][O:10][C:11]1[CH:18]=[CH:17][C:14]([CH:15]=[O:16])=[CH:13][CH:12]=1. Product: [Br:8][C:5]1[CH:6]=[CH:7][C:2]([CH:15]([C:14]2[CH:17]=[CH:18][C:11]([O:10][CH3:9])=[CH:12][CH:13]=2)[OH:16])=[N:3][CH:4]=1. The catalyst class is: 625. (2) Product: [CH3:36][N:19]1[CH:20]=[C:21]([CH2:25][C:26]2[CH:31]=[N:30][CH:29]=[N:28][CH:27]=2)[C:22](=[O:24])[N:23]=[CH:18]1. The catalyst class is: 4. Reactant: ClC1C=CC(OC2C=CC(CCO[C:18]3[NH:19][CH:20]=[C:21]([CH2:25][C:26]4[CH:27]=[N:28][CH:29]=[N:30][CH:31]=4)[C:22](=[O:24])[N:23]=3)=CC=2)=CC=1C(F)(F)F.[CH3:36]CN(C(C)C)C(C)C.CI. (3) Reactant: [F:1][C:2]1[C:10]([F:11])=[C:9]([F:12])[CH:8]=[CH:7][C:3]=1[C:4]([OH:6])=[O:5].[C:13](Cl)(=O)[C:14](Cl)=O.C(O)C. Product: [CH2:13]([O:5][C:4](=[O:6])[C:3]1[CH:7]=[CH:8][C:9]([F:12])=[C:10]([F:11])[C:2]=1[F:1])[CH3:14]. The catalyst class is: 120. (4) Reactant: C([O:5][C:6](=[O:21])[CH2:7][CH2:8][CH2:9][CH2:10][C:11]1[CH:12]=[CH:13][C:14]2[NH:19][CH2:18][CH2:17][NH:16][C:15]=2[N:20]=1)CCC.[OH-].[Na+].Cl. Product: [NH:19]1[CH2:18][CH2:17][NH:16][C:15]2[N:20]=[C:11]([CH2:10][CH2:9][CH2:8][CH2:7][C:6]([OH:21])=[O:5])[CH:12]=[CH:13][C:14]1=2. The catalyst class is: 5. (5) Reactant: FC(F)(F)C(O)=O.[F:8][C:9]1[CH:41]=[CH:40][CH:39]=[CH:38][C:10]=1[O:11][C:12]1[N:17]=[CH:16][C:15]2[N:18]=[C:19]([C:21]3[CH:35]=[C:34]([CH3:36])[C:24]([O:25][CH2:26][C:27]([O:29]C(C)(C)C)=[O:28])=[C:23]([CH3:37])[CH:22]=3)[O:20][C:14]=2[CH:13]=1. Product: [F:8][C:9]1[CH:41]=[CH:40][CH:39]=[CH:38][C:10]=1[O:11][C:12]1[N:17]=[CH:16][C:15]2[N:18]=[C:19]([C:21]3[CH:22]=[C:23]([CH3:37])[C:24]([O:25][CH2:26][C:27]([OH:29])=[O:28])=[C:34]([CH3:36])[CH:35]=3)[O:20][C:14]=2[CH:13]=1. The catalyst class is: 4.